Dataset: Peptide-MHC class II binding affinity with 134,281 pairs from IEDB. Task: Regression. Given a peptide amino acid sequence and an MHC pseudo amino acid sequence, predict their binding affinity value. This is MHC class II binding data. (1) The peptide sequence is ITDTTIGTGDDCISI. The MHC is DRB1_0701 with pseudo-sequence DRB1_0701. The binding affinity (normalized) is 0.407. (2) The peptide sequence is KSIIKARVVWKAIIE. The MHC is DRB1_1302 with pseudo-sequence DRB1_1302. The binding affinity (normalized) is 0.461.